This data is from Forward reaction prediction with 1.9M reactions from USPTO patents (1976-2016). The task is: Predict the product of the given reaction. (1) Given the reactants [N-:1]=[N+:2]=[N-:3].[Na+].[CH2:5]([O:12][C:13]([N:15]1[CH2:20][C@@H:19]([CH2:21]OS(C2C=CC(C)=CC=2)(=O)=O)[C@H:18]([C:33]2[CH:38]=[CH:37][C:36]([CH2:39][O:40][CH2:41][C@@H:42]([CH3:46])[CH2:43][O:44][CH3:45])=[CH:35][CH:34]=2)[C@@H:17]([O:47][CH2:48][C:49]2[CH:50]=[CH:51][C:52]3[O:57][CH2:56][CH2:55][N:54]([CH2:58][CH2:59][CH2:60][O:61][CH3:62])[C:53]=3[CH:63]=2)[CH2:16]1)=[O:14])[C:6]1[CH:11]=[CH:10][CH:9]=[CH:8][CH:7]=1, predict the reaction product. The product is: [CH2:5]([O:12][C:13]([N:15]1[CH2:16][C@H:17]([O:47][CH2:48][C:49]2[CH:50]=[CH:51][C:52]3[O:57][CH2:56][CH2:55][N:54]([CH2:58][CH2:59][CH2:60][O:61][CH3:62])[C:53]=3[CH:63]=2)[C@@H:18]([C:33]2[CH:38]=[CH:37][C:36]([CH2:39][O:40][CH2:41][C@@H:42]([CH3:46])[CH2:43][O:44][CH3:45])=[CH:35][CH:34]=2)[C@H:19]([CH2:21][N:1]=[N+:2]=[N-:3])[CH2:20]1)=[O:14])[C:6]1[CH:11]=[CH:10][CH:9]=[CH:8][CH:7]=1. (2) Given the reactants C(N(C(C)C)C(C)C)C.[CH3:10][N:11]([CH3:15])[C:12](Cl)=[O:13].[Cl:16][C:17]1[CH:18]=[CH:19][C:20]2[CH2:21][NH:22][CH2:23][C@@H:24]([C:28]3[CH:33]=[CH:32][CH:31]=[CH:30][CH:29]=3)[O:25][C:26]=2[N:27]=1, predict the reaction product. The product is: [Cl:16][C:17]1[CH:18]=[CH:19][C:20]2[CH2:21][N:22]([C:12]([N:11]([CH3:15])[CH3:10])=[O:13])[CH2:23][C@@H:24]([C:28]3[CH:33]=[CH:32][CH:31]=[CH:30][CH:29]=3)[O:25][C:26]=2[N:27]=1. (3) Given the reactants [NH2:1][CH2:2][CH2:3][NH:4][C:5]1[N:13]=[C:12]([Cl:14])[N:11]=[C:10]2[C:6]=1[N:7]=[CH:8][N:9]2[CH:15]1[CH2:19][CH2:18][CH2:17][CH2:16]1.C(Cl)Cl.C(N(CC)CC)C.[CH3:30][O:31][C:32]1[CH:37]=[CH:36][C:35]([S:38](Cl)(=[O:40])=[O:39])=[CH:34][CH:33]=1, predict the reaction product. The product is: [Cl:14][C:12]1[N:11]=[C:10]2[C:6]([N:7]=[CH:8][N:9]2[CH:15]2[CH2:19][CH2:18][CH2:17][CH2:16]2)=[C:5]([NH:4][CH2:3][CH2:2][NH:1][S:38]([C:35]2[CH:34]=[CH:33][C:32]([O:31][CH3:30])=[CH:37][CH:36]=2)(=[O:40])=[O:39])[N:13]=1. (4) Given the reactants [C:1]1(=[O:11])[C:10]2[C:5](=[CH:6][CH:7]=[CH:8][CH:9]=2)[CH2:4][CH2:3][CH2:2]1.BrN1C(=O)CCC1=O.N(CCCC#N)=NCCCC#N.[N-:32]=[N+:33]=[N-:34].[Na+].[BH4-].[Na+], predict the reaction product. The product is: [N:32]([C@@H:4]1[C:5]2[C:10](=[CH:9][CH:8]=[CH:7][CH:6]=2)[C@H:1]([OH:11])[CH2:2][CH2:3]1)=[N+:33]=[N-:34]. (5) The product is: [C:2]([C:6]1[N:11]=[CH:10][C:9]([C:12]2[N:13]([C:33]([N:35]3[CH2:36][CH2:37][N:38]([CH2:41][C:42]([NH:48][C:49]([CH2:52][OH:53])([CH3:54])[CH2:50][OH:51])=[O:44])[CH2:39][CH2:40]3)=[O:34])[C@@:14]([C:26]3[CH:31]=[CH:30][C:29]([Cl:32])=[CH:28][CH:27]=3)([CH3:25])[C@@:15]([C:18]3[CH:19]=[CH:20][C:21]([Cl:24])=[CH:22][CH:23]=3)([CH3:17])[N:16]=2)=[C:8]([O:45][CH2:46][CH3:47])[CH:7]=1)([CH3:3])([CH3:4])[CH3:5]. Given the reactants Cl.[C:2]([C:6]1[N:11]=[CH:10][C:9]([C:12]2[N:13]([C:33]([N:35]3[CH2:40][CH2:39][N:38]([CH2:41][C:42]([OH:44])=O)[CH2:37][CH2:36]3)=[O:34])[C@@:14]([C:26]3[CH:31]=[CH:30][C:29]([Cl:32])=[CH:28][CH:27]=3)([CH3:25])[C@@:15]([C:18]3[CH:23]=[CH:22][C:21]([Cl:24])=[CH:20][CH:19]=3)([CH3:17])[N:16]=2)=[C:8]([O:45][CH2:46][CH3:47])[CH:7]=1)([CH3:5])([CH3:4])[CH3:3].[NH2:48][C:49]([CH3:54])([CH2:52][OH:53])[CH2:50][OH:51], predict the reaction product. (6) Given the reactants C[O:2][C:3]([CH:5]1[CH2:10][CH2:9][CH2:8][CH2:7][N:6]1[C:11](=[O:27])[CH:12]([S:17][CH2:18][P:19]([O:24][CH2:25][CH3:26])([O:21][CH2:22][CH3:23])=[O:20])[CH2:13][C:14](O)=[O:15])=[O:4].[CH3:28][NH2:29].C[NH-].[Li+].[OH-], predict the reaction product. The product is: [CH2:22]([O:21][P:19]([CH2:18][S:17][CH:12]([CH2:13][C:14](=[O:15])[NH:29][CH3:28])[C:11]([N:6]1[CH2:7][CH2:8][CH2:9][CH2:10][CH:5]1[C:3]([OH:2])=[O:4])=[O:27])([O:24][CH2:25][CH3:26])=[O:20])[CH3:23]. (7) Given the reactants [F:1][C:2]1[CH:3]=[C:4]([C:8]2[N:9]=[CH:10][C:11]([NH2:14])=[N:12][CH:13]=2)[CH:5]=[CH:6][CH:7]=1.[O:15]=[C:16]1[N:20]2[CH2:21][CH2:22][CH:23]([CH2:25][C:26](O)=[O:27])[CH2:24][CH:19]2[CH2:18][O:17]1, predict the reaction product. The product is: [F:1][C:2]1[CH:3]=[C:4]([C:8]2[N:9]=[CH:10][C:11]([NH:14][C:26](=[O:27])[CH2:25][CH:23]3[CH2:22][CH2:21][N:20]4[C:16](=[O:15])[O:17][CH2:18][CH:19]4[CH2:24]3)=[N:12][CH:13]=2)[CH:5]=[CH:6][CH:7]=1.